This data is from Full USPTO retrosynthesis dataset with 1.9M reactions from patents (1976-2016). The task is: Predict the reactants needed to synthesize the given product. (1) The reactants are: [CH:1]1([C:5]2([CH3:21])[NH:9][C:8](=[O:10])[N:7]([CH2:11][C:12](=[O:19])[C:13]3[CH:18]=[CH:17][CH:16]=[CH:15][CH:14]=3)[C:6]2=[O:20])[CH2:4][CH2:3][CH2:2]1.[C:22]([O-])([O-])=O.[K+].[K+].CI. Given the product [CH:1]1([C:5]2([CH3:21])[N:9]([CH3:22])[C:8](=[O:10])[N:7]([CH2:11][C:12](=[O:19])[C:13]3[CH:18]=[CH:17][CH:16]=[CH:15][CH:14]=3)[C:6]2=[O:20])[CH2:4][CH2:3][CH2:2]1, predict the reactants needed to synthesize it. (2) The reactants are: [OH:1][C:2]1[CH:7]=[CH:6][C:5]([CH:8]([C:35]2[CH:40]=[CH:39][C:38]([OH:41])=[CH:37][CH:36]=2)[CH2:9][NH:10][C:11]2[N:19]=[C:18]([Cl:20])[N:17]=[C:16]3[C:12]=2[N:13]=[CH:14][N:15]3[C@@H:21]2[CH2:25][C@H:24]([N:26]3[N:30]=[N:29][C:28]([CH2:31][CH3:32])=[N:27]3)[C@@H:23]([OH:33])[C@H:22]2[OH:34])=[CH:4][CH:3]=1.FC(F)(F)C(O)=O.C1(C(C2C=CC=CC=2)CN[C:58]2[N:66]=[C:65](NCCN3CCCCC3)N=[C:63]3[C:59]=2N=C[N:62]3[C@@H:76]2[CH2:80][C@H:79](N3C=C(CO)C=N3)[C@@H:78](O)[C@H]2O)C=CC=CC=1.N1([C@@H]2CCNC2)CCCC1. Given the product [ClH:20].[N:62]1([C@@H:63]2[CH2:59][CH2:58][N:66]([C:18]3[N:17]=[C:16]4[C:12]([N:13]=[CH:14][N:15]4[C@@H:21]4[CH2:25][C@H:24]([N:26]5[N:30]=[N:29][C:28]([CH2:31][CH3:32])=[N:27]5)[C@@H:23]([OH:33])[C@H:22]4[OH:34])=[C:11]([NH:10][CH2:9][CH:8]([C:35]4[CH:36]=[CH:37][C:38]([OH:41])=[CH:39][CH:40]=4)[C:5]4[CH:6]=[CH:7][C:2]([OH:1])=[CH:3][CH:4]=4)[N:19]=3)[CH2:65]2)[CH2:76][CH2:80][CH2:79][CH2:78]1, predict the reactants needed to synthesize it. (3) Given the product [CH2:1]([O:8][C:9]1[CH:10]=[C:11]([CH2:29][CH2:30][CH2:31][C:32]#[N:33])[CH:12]=[CH:13][C:14]=1[N:15]1[CH2:19][C:18](=[O:20])[NH:17][S:16]1(=[O:28])=[O:27])[C:2]1[CH:3]=[CH:4][CH:5]=[CH:6][CH:7]=1, predict the reactants needed to synthesize it. The reactants are: [CH2:1]([O:8][C:9]1[CH:10]=[C:11]([CH2:29][CH2:30][CH2:31][C:32]#[N:33])[CH:12]=[CH:13][C:14]=1[N:15]1[CH2:19][C:18](=[O:20])[N:17](CC[Si](C)(C)C)[S:16]1(=[O:28])=[O:27])[C:2]1[CH:7]=[CH:6][CH:5]=[CH:4][CH:3]=1.CCCC[N+](CCCC)(CCCC)CCCC.[F-].Cl. (4) Given the product [C:1]1([N:7]2[CH:8]=[CH:33][CH:32]=[N:35]2)[CH:6]=[CH:5][CH:4]=[CH:3][CH:2]=1, predict the reactants needed to synthesize it. The reactants are: [C:1]1([N:7]=[C:8]=O)[CH:6]=[CH:5][CH:4]=[CH:3][CH:2]=1.C(=O)([O-])[O-].[Na+].[Na+].C(=O)(O)[O-].[Na+].C(=O)([O-])[O-].[K+].[K+].C(=O)(O)[O-].[K+].[CH:32]([N:35](C(C)C)CC)(C)[CH3:33]. (5) Given the product [CH3:27][O:26][C:12]1[CH:11]=[C:10]([CH:15]=[CH:14][C:13]=1[O:16][CH2:17][C:18]1[CH:19]=[N:20][C:21]([O:24][CH3:25])=[CH:22][CH:23]=1)[CH2:9][N:6]1[C:5]2[CH:28]=[CH:29][C:2]([C:38]3[CH:39]=[N:40][CH:41]=[N:42][CH:43]=3)=[CH:3][C:4]=2[N:8]=[CH:7]1, predict the reactants needed to synthesize it. The reactants are: I[C:2]1[CH:29]=[CH:28][C:5]2[N:6]([CH2:9][C:10]3[CH:15]=[CH:14][C:13]([O:16][CH2:17][C:18]4[CH:19]=[N:20][C:21]([O:24][CH3:25])=[CH:22][CH:23]=4)=[C:12]([O:26][CH3:27])[CH:11]=3)[CH:7]=[N:8][C:4]=2[CH:3]=1.CC1(C)C(C)(C)OB([C:38]2[CH:39]=[N:40][CH:41]=[N:42][CH:43]=2)O1.P([O-])([O-])([O-])=O.[K+].[K+].[K+]. (6) Given the product [F:8][C:6]1[CH:5]=[C:4]([C:9]2[CH:17]=[CH:16][C:12]([C:13]([NH:28][CH:25]3[CH2:26][CH2:27][N:22]([CH2:21][C:20]([F:30])([F:19])[F:29])[CH2:23][CH2:24]3)=[O:15])=[CH:11][N:10]=2)[CH:3]=[C:2]([F:1])[CH:7]=1, predict the reactants needed to synthesize it. The reactants are: [F:1][C:2]1[CH:3]=[C:4]([C:9]2[CH:17]=[CH:16][C:12]([C:13]([OH:15])=O)=[CH:11][N:10]=2)[CH:5]=[C:6]([F:8])[CH:7]=1.Cl.[F:19][C:20]([F:30])([F:29])[CH2:21][N:22]1[CH2:27][CH2:26][CH:25]([NH2:28])[CH2:24][CH2:23]1.CN(C(ON1N=NC2C=CC=NC1=2)=[N+](C)C)C.F[P-](F)(F)(F)(F)F.